This data is from Full USPTO retrosynthesis dataset with 1.9M reactions from patents (1976-2016). The task is: Predict the reactants needed to synthesize the given product. (1) Given the product [N:1]1([CH2:15][CH2:16][S:17][S:18][CH2:19][CH2:20][N:1]2[C:5]3[CH:6]=[CH:7][CH:8]=[CH:9][C:4]=3[N:3]=[CH:2]2)[C:5]2[CH:6]=[CH:7][CH:8]=[CH:9][C:4]=2[N:3]=[CH:2]1, predict the reactants needed to synthesize it. The reactants are: [N:1]1[C:5]2[CH:6]=[CH:7][CH:8]=[CH:9][C:4]=2[NH:3][CH:2]=1.CS(O[CH2:15][CH2:16][S:17][S:18][CH2:19][CH2:20]OS(C)(=O)=O)(=O)=O. (2) Given the product [CH:5]([C:8]1[C:9]2[NH:13][C:12]([C:14]([C:46]3[CH:47]=[CH:48][CH:49]=[CH:50][CH:51]=3)=[C:15]3[N:45]=[C:18]([C:19]([CH:37]=[O:38])=[C:20]4[NH:36][C:23](=[C:24]([C:30]5[CH:35]=[CH:34][CH:33]=[CH:32][CH:31]=5)[C:25]5[CH:26]=[CH:27][C:28]=1[N:29]=5)[CH:22]=[CH:21]4)[CH:17]=[CH:16]3)=[CH:11][CH:10]=2)=[O:4], predict the reactants needed to synthesize it. The reactants are: CC1(C)CO[CH:5]([C:8]2[C:9]3[NH:13][C:12]([C:14]([C:46]4[CH:51]=[CH:50][CH:49]=[CH:48][CH:47]=4)=[C:15]4[N:45]=[C:18]([C:19]([CH:37]5OCC(C)(C)C[O:38]5)=[C:20]5[NH:36][C:23](=[C:24]([C:30]6[CH:35]=[CH:34][CH:33]=[CH:32][CH:31]=6)[C:25]6[CH:26]=[CH:27][C:28]=2[N:29]=6)[CH:22]=[CH:21]5)[CH:17]=[CH:16]4)=[CH:11][CH:10]=3)[O:4]C1.C(O)(C(F)(F)F)=O.O.C(Cl)Cl.C(OCC)(=O)C. (3) The reactants are: [Li+].[Cl-].C(Cl)(C)C.Br[C:8]1[CH:9]=[CH:10][C:11]([O:14][CH2:15][CH2:16][O:17][C:18]2[C:23]([Cl:24])=[CH:22][C:21]([CH3:25])=[CH:20][C:19]=2[Cl:26])=[N:12][CH:13]=1.[C:27]([O:31][C:32]([N:34]1[CH2:39][CH2:38][C:37](=[O:40])[CH:36]([C:41](=[O:59])[N:42]([CH2:46][C:47]2[C:52]([Cl:53])=[CH:51][N:50]=[C:49]([CH2:54][CH2:55][CH2:56][O:57][CH3:58])[CH:48]=2)[CH:43]2[CH2:45][CH2:44]2)[CH2:35]1)=[O:33])([CH3:30])([CH3:29])[CH3:28].[NH4+].[Cl-]. Given the product [C:27]([O:31][C:32]([N:34]1[CH2:39][CH2:38][C@@:37]([OH:40])([C:8]2[CH:13]=[N:12][C:11]([O:14][CH2:15][CH2:16][O:17][C:18]3[C:23]([Cl:24])=[CH:22][C:21]([CH3:25])=[CH:20][C:19]=3[Cl:26])=[CH:10][CH:9]=2)[C@H:36]([C:41](=[O:59])[N:42]([CH2:46][C:47]2[C:52]([Cl:53])=[CH:51][N:50]=[C:49]([CH2:54][CH2:55][CH2:56][O:57][CH3:58])[CH:48]=2)[CH:43]2[CH2:44][CH2:45]2)[CH2:35]1)=[O:33])([CH3:30])([CH3:29])[CH3:28], predict the reactants needed to synthesize it. (4) The reactants are: [CH3:1][C:2]([O:5][C:6](=[O:12])[NH:7][CH2:8][CH2:9][CH2:10]Br)([CH3:4])[CH3:3].[NH2:13][C:14]1[S:15][CH:16]=[CH:17][N:18]=1.C([O-])([O-])=O.[Cs+].[Cs+]. Given the product [CH3:1][C:2]([O:5][C:6](=[O:12])[NH:7][CH2:8][CH2:9][CH2:10][NH:13][C:14]1[S:15][CH:16]=[CH:17][N:18]=1)([CH3:4])[CH3:3], predict the reactants needed to synthesize it. (5) Given the product [F:30][C:2]1([F:1])[CH2:7][CH2:6][N:5]([C:8]([C:10]2[N:11]([C:37]3[CH:36]=[CH:35][CH:34]=[C:33]([C:32]([F:43])([F:42])[F:31])[CH:38]=3)[C:12]3[C:17]([CH:18]=2)=[CH:16][C:15]([C:19]([N:21]2[CH2:26][CH2:25][CH:24]([N:27]([CH3:28])[CH3:29])[CH2:23][CH2:22]2)=[O:20])=[CH:14][CH:13]=3)=[O:9])[CH2:4][CH2:3]1, predict the reactants needed to synthesize it. The reactants are: [F:1][C:2]1([F:30])[CH2:7][CH2:6][N:5]([C:8]([C:10]2[NH:11][C:12]3[C:17]([CH:18]=2)=[CH:16][C:15]([C:19]([N:21]2[CH2:26][CH2:25][CH:24]([N:27]([CH3:29])[CH3:28])[CH2:23][CH2:22]2)=[O:20])=[CH:14][CH:13]=3)=[O:9])[CH2:4][CH2:3]1.[F:31][C:32]([F:43])([F:42])[C:33]1[CH:34]=[C:35](B(O)O)[CH:36]=[CH:37][CH:38]=1.N1C=CC=CC=1. (6) Given the product [NH:1]([C:13]([O:15][CH2:16][C:17]1[CH:22]=[CH:21][CH:20]=[CH:19][CH:18]=1)=[O:14])[C@H:2]([C:10]([N:23]1[CH2:34][CH2:33][CH2:32][C@@H:24]1[C:25]([O:27][C:28]([CH3:30])([CH3:31])[CH3:29])=[O:26])=[O:12])[CH2:3][C:4]1[CH:5]=[CH:6][CH:7]=[CH:8][CH:9]=1, predict the reactants needed to synthesize it. The reactants are: [NH:1]([C:13]([O:15][CH2:16][C:17]1[CH:22]=[CH:21][CH:20]=[CH:19][CH:18]=1)=[O:14])[C@H:2]([C:10]([OH:12])=O)[CH2:3][C:4]1[CH:9]=[CH:8][CH:7]=[CH:6][CH:5]=1.[NH:23]1[CH2:34][CH2:33][CH2:32][C@@H:24]1[C:25]([O:27][C:28]([CH3:31])([CH3:30])[CH3:29])=[O:26].C1C=CC2N(O)N=NC=2C=1.O.F[P-](F)(F)(F)(F)F.N1(O[P+](N(C)C)(N(C)C)N(C)C)C2C=CC=CC=2N=N1.C(N(CC)CC)C. (7) Given the product [NH2:32][S:33]([C:10]1[CH:9]=[C:8]([N:11]2[C:19]3[C:18]4[CH:20]=[C:21]([N+:24]([O-:26])=[O:25])[CH:22]=[CH:23][C:17]=4[CH2:16][CH2:15][C:14]=3[C:13]([C:27]([O:29][CH2:30][CH3:31])=[O:28])=[N:12]2)[CH:7]=[CH:6][CH:5]=1)(=[O:35])=[O:34], predict the reactants needed to synthesize it. The reactants are: NSOO[C:5]1[CH:10]=[CH:9][C:8]([N:11]2[C:19]3[C:18]4[CH:20]=[C:21]([N+:24]([O-:26])=[O:25])[CH:22]=[CH:23][C:17]=4[CH2:16][CH2:15][C:14]=3[C:13]([C:27]([O:29][CH2:30][CH3:31])=[O:28])=[N:12]2)=[CH:7][CH:6]=1.[NH2:32][S:33](NC1C=C(NN)C=CC=1)(=[O:35])=[O:34].